Predict the product of the given reaction. From a dataset of Forward reaction prediction with 1.9M reactions from USPTO patents (1976-2016). (1) Given the reactants [Cl:1][C:2]1[CH:7]=[CH:6][C:5]([C:8]2[N:12]([C:13]3[CH:18]=[CH:17][C:16]([Cl:19])=[CH:15][C:14]=3[Cl:20])[N:11]=[C:10]([C:21]([OH:23])=O)[C:9]=2[CH3:24])=[CH:4][CH:3]=1.Cl.[F:26][C:27]1([F:36])[CH2:32][C:31]([F:34])([F:33])[CH2:30][N:29]([NH2:35])[CH2:28]1, predict the reaction product. The product is: [ClH:1].[Cl:1][C:2]1[CH:3]=[CH:4][C:5]([C:8]2[N:12]([C:13]3[CH:18]=[CH:17][C:16]([Cl:19])=[CH:15][C:14]=3[Cl:20])[N:11]=[C:10]([C:21]([NH:35][N:29]3[CH2:28][C:27]([F:26])([F:36])[CH2:32][C:31]([F:33])([F:34])[CH2:30]3)=[O:23])[C:9]=2[CH3:24])=[CH:6][CH:7]=1. (2) The product is: [OH:1][C:2]1[C:7](=[O:8])[CH:6]=[CH:5][N:4]([CH3:9])[C:3]=1[CH:10]([N:16]1[CH2:21][CH2:20][CH2:19][CH2:18][CH2:17]1)[C:11]([F:14])([F:13])[F:12]. Given the reactants [OH:1][C:2]1[C:7](=[O:8])[CH:6]=[CH:5][N:4]([CH3:9])[C:3]=1[CH:10](O)[C:11]([F:14])([F:13])[F:12].[NH:16]1[CH2:21][CH2:20][CH2:19][CH2:18][CH2:17]1, predict the reaction product. (3) Given the reactants [NH:1]1[CH2:6][CH2:5][CH2:4][CH2:3][CH:2]1[CH2:7][OH:8].C(N(CC)CC)C.[Cl:16][C:17]1[CH:22]=[CH:21][CH:20]=[C:19]([CH3:23])[C:18]=1[S:24](Cl)(=[O:26])=[O:25].Cl, predict the reaction product. The product is: [Cl:16][C:17]1[CH:22]=[CH:21][CH:20]=[C:19]([CH3:23])[C:18]=1[S:24]([N:1]1[CH2:6][CH2:5][CH2:4][CH2:3][CH:2]1[CH2:7][OH:8])(=[O:25])=[O:26]. (4) Given the reactants [C:1]([O:5][C:6](=[O:15])[CH2:7]/[N:8]=[CH:9]/[CH2:10][C:11]([CH3:14])([CH3:13])[CH3:12])([CH3:4])([CH3:3])[CH3:2].[Br:16][C:17]1[CH:18]=[CH:19][C:20](/[C:23](=[CH:26]/[C:27]2[CH:32]=[CH:31][CH:30]=[C:29]([Cl:33])[C:28]=2[F:34])/[C:24]#[N:25])=[N:21][CH:22]=1.C(N(CC)CC)C, predict the reaction product. The product is: [C:1]([O:5][C:6]([CH:7]1[CH:26]([C:27]2[CH:32]=[CH:31][CH:30]=[C:29]([Cl:33])[C:28]=2[F:34])[C:23]([C:20]2[CH:19]=[CH:18][C:17]([Br:16])=[CH:22][N:21]=2)([C:24]#[N:25])[CH:9]([CH2:10][C:11]([CH3:14])([CH3:13])[CH3:12])[NH:8]1)=[O:15])([CH3:4])([CH3:3])[CH3:2].